From a dataset of Forward reaction prediction with 1.9M reactions from USPTO patents (1976-2016). Predict the product of the given reaction. (1) Given the reactants Cl.Cl.C(O[C:6]([C:8]1[CH:9]=[C:10]2[C:14](=[CH:15][CH:16]=1)[NH:13][N:12]=[C:11]2[C:17]1[CH:26]=[CH:25][C:24]2[C:19](=[CH:20][CH:21]=[C:22]([O:27][CH2:28][CH2:29][N:30]3[CH2:36][CH2:35][CH2:34][CH2:33][CH2:32][CH2:31]3)[CH:23]=2)[CH:18]=1)=[NH:7])C.[N:37]1([CH2:42][C:43]([NH:45][NH2:46])=O)[CH2:41][CH2:40][CH2:39][CH2:38]1.C(N(CC)CC)C, predict the reaction product. The product is: [N:30]1([CH2:29][CH2:28][O:27][C:22]2[CH:23]=[C:24]3[C:19](=[CH:20][CH:21]=2)[CH:18]=[C:17]([C:11]2[C:10]4[C:14](=[CH:15][CH:16]=[C:8]([C:6]5[N:7]=[C:43]([CH2:42][N:37]6[CH2:41][CH2:40][CH2:39][CH2:38]6)[NH:45][N:46]=5)[CH:9]=4)[NH:13][N:12]=2)[CH:26]=[CH:25]3)[CH2:31][CH2:32][CH2:33][CH2:34][CH2:35][CH2:36]1. (2) Given the reactants [CH3:1][O:2][C:3](=[O:38])[C:4]1[CH:9]=[C:8]([O:10][C:11]2[CH:16]=[CH:15][C:14]([NH2:17])=[C:13]([N:18]([CH2:20][C:21]3[CH:26]=[CH:25][CH:24]=[CH:23][CH:22]=3)[CH3:19])[CH:12]=2)[CH:7]=[CH:6][C:5]=1[NH:27][S:28]([C:31]1[CH:36]=[CH:35][C:34]([CH3:37])=[CH:33][CH:32]=1)(=[O:30])=[O:29].[S:39](Cl)([C:42]1[CH:48]=[CH:47][C:45]([CH3:46])=[CH:44][CH:43]=1)(=[O:41])=[O:40].N1C=CC=CC=1, predict the reaction product. The product is: [CH2:20]([N:18]([CH3:19])[C:13]1[CH:12]=[C:11]([CH:16]=[CH:15][C:14]=1[NH:17][S:39]([C:42]1[CH:48]=[CH:47][C:45]([CH3:46])=[CH:44][CH:43]=1)(=[O:41])=[O:40])[O:10][C:8]1[CH:7]=[CH:6][C:5]([NH:27][S:28]([C:31]2[CH:32]=[CH:33][C:34]([CH3:37])=[CH:35][CH:36]=2)(=[O:30])=[O:29])=[C:4]([CH:9]=1)[C:3]([O:2][CH3:1])=[O:38])[C:21]1[CH:26]=[CH:25][CH:24]=[CH:23][CH:22]=1. (3) The product is: [Br:26][C:5]1[C:6]([C:7]([NH:9][CH2:10][CH2:11][CH2:12][CH2:13][CH2:14][CH2:15][C:16]([O:18][CH3:19])=[O:17])=[O:8])=[C:2]([CH3:1])[O:3][C:4]=1[C:20]1[CH:21]=[CH:22][CH:23]=[CH:24][CH:25]=1. Given the reactants [CH3:1][C:2]1[O:3][C:4]([C:20]2[CH:25]=[CH:24][CH:23]=[CH:22][CH:21]=2)=[CH:5][C:6]=1[C:7]([NH:9][CH2:10][CH2:11][CH2:12][CH2:13][CH2:14][CH2:15][C:16]([O:18][CH3:19])=[O:17])=[O:8].[Br:26]N1C(=O)CCC1=O, predict the reaction product. (4) Given the reactants [N:1]1([CH2:8][CH2:9][N:10]2[CH2:15][CH2:14][CH:13]([NH:16][C:17]([C:19]3[NH:20][C:21]4[C:26]([CH:27]=3)=[C:25]([O:28][CH:29]([CH3:31])[CH3:30])[CH:24]=[CH:23][CH:22]=4)=[O:18])[CH2:12][CH2:11]2)[CH2:7][CH2:6][CH2:5]C[CH2:3][CH2:2]1.Cl.Cl.Cl.NC1CCN(CCN2CCC([OH:50])CC2)CC1, predict the reaction product. The product is: [OH:50][CH:5]1[CH2:3][CH2:2][N:1]([CH2:8][CH2:9][N:10]2[CH2:15][CH2:14][CH:13]([NH:16][C:17]([C:19]3[NH:20][C:21]4[C:26]([CH:27]=3)=[C:25]([O:28][CH:29]([CH3:30])[CH3:31])[CH:24]=[CH:23][CH:22]=4)=[O:18])[CH2:12][CH2:11]2)[CH2:7][CH2:6]1. (5) Given the reactants [CH2:1]([O:3][C:4](=[O:8])[CH:5]([CH3:7])[CH3:6])[CH3:2].[Li+].[CH3:10]C([N-]C(C)C)C.Br[CH2:18][CH2:19][CH2:20][CH2:21][CH:22]=C.O, predict the reaction product. The product is: [CH2:1]([O:3][C:4](=[O:8])[C:5]([CH3:10])([CH3:7])[CH2:6][CH2:22][CH2:21][CH2:20][CH:19]=[CH2:18])[CH3:2]. (6) Given the reactants [CH:1]12[CH2:7][CH:4]([CH:5]=[CH:6]1)[CH2:3][CH2:2]2.CC1C=C(OC)C=CC=1C=C[C:13]([O-])=[O:14].C(N(CC)CC)C.C(Cl)(=O)C=CC1C=CC=CC=1, predict the reaction product. The product is: [CH:1]12[CH2:7][CH:4]([CH:3]=[CH:2]1)[CH2:5][CH:6]2[CH2:13][OH:14].